Predict the product of the given reaction. From a dataset of Forward reaction prediction with 1.9M reactions from USPTO patents (1976-2016). (1) Given the reactants [O:1]1[CH2:6][CH2:5][CH:4]([CH2:7][OH:8])[CH2:3][CH2:2]1.F[C:10]1[CH:15]=[CH:14][C:13]([S:16]([N:19]([CH2:31][CH:32]([CH3:34])[CH3:33])[C:20]2[C:25]([O:26][CH3:27])=[CH:24][C:23]([CH:28]([CH3:30])[CH3:29])=[CH:22][N:21]=2)(=[O:18])=[O:17])=[CH:12][CH:11]=1.[H-].[Na+], predict the reaction product. The product is: [CH2:31]([N:19]([C:20]1[C:25]([O:26][CH3:27])=[CH:24][C:23]([CH:28]([CH3:30])[CH3:29])=[CH:22][N:21]=1)[S:16]([C:13]1[CH:14]=[CH:15][C:10]([O:8][CH2:7][CH:4]2[CH2:5][CH2:6][O:1][CH2:2][CH2:3]2)=[CH:11][CH:12]=1)(=[O:18])=[O:17])[CH:32]([CH3:34])[CH3:33]. (2) Given the reactants Cl[C:2]1[C:3]2[S@:23](=[O:24])[CH2:22][CH2:21][C:4]=2[N:5]=[C:6]([N:8]2[CH2:13][CH2:12][N:11]([C:14]3[CH:19]=[CH:18][C:17]([Cl:20])=[CH:16][CH:15]=3)[CH2:10][CH2:9]2)[N:7]=1.[NH2:25][C@@H:26]([CH2:30][OH:31])[CH:27]([CH3:29])[CH3:28].CS(C)=O.C(N(C(C)C)CC)(C)C, predict the reaction product. The product is: [Cl:20][C:17]1[CH:18]=[CH:19][C:14]([N:11]2[CH2:12][CH2:13][N:8]([C:6]3[N:7]=[C:2]([NH:25][C@H:26]([CH:27]([CH3:29])[CH3:28])[CH2:30][OH:31])[C:3]4[S@:23](=[O:24])[CH2:22][CH2:21][C:4]=4[N:5]=3)[CH2:9][CH2:10]2)=[CH:15][CH:16]=1. (3) Given the reactants C([N:8]1[CH2:13][CH2:12][N:11]([CH2:14][C:15]2([C:21]#[N:22])[CH2:20][CH2:19][CH2:18][CH2:17][CH2:16]2)[CH2:10][CH2:9]1)C1C=CC=CC=1, predict the reaction product. The product is: [N:11]1([CH2:14][C:15]2([C:21]#[N:22])[CH2:20][CH2:19][CH2:18][CH2:17][CH2:16]2)[CH2:12][CH2:13][NH:8][CH2:9][CH2:10]1. (4) Given the reactants [CH2:1]([O:3][C:4](=[O:35])[C:5]1[CH:10]=[CH:9][CH:8]=[C:7]([N:11]2[C:15]([CH3:16])=[CH:14][CH:13]=[C:12]2[C:17]2[CH:22]=[C:21]([C:23]([F:26])([F:25])[F:24])[CH:20]=[CH:19][C:18]=2[O:27]CC2C=CC=CC=2)[CH:6]=1)[CH3:2].C([O-])=O.[NH4+], predict the reaction product. The product is: [CH2:1]([O:3][C:4](=[O:35])[C:5]1[CH:10]=[CH:9][CH:8]=[C:7]([N:11]2[C:15]([CH3:16])=[CH:14][CH:13]=[C:12]2[C:17]2[CH:22]=[C:21]([C:23]([F:25])([F:24])[F:26])[CH:20]=[CH:19][C:18]=2[OH:27])[CH:6]=1)[CH3:2].